Task: Predict the product of the given reaction.. Dataset: Forward reaction prediction with 1.9M reactions from USPTO patents (1976-2016) (1) Given the reactants C(OC([NH:8][CH:9]([CH2:24][C:25]1[CH:30]=[CH:29][CH:28]=[CH:27][CH:26]=1)[C:10]([O:12][C:13]1[CH:23]=[CH:22][CH:21]=[CH:20][C:14]=1[C:15]([O:17][CH2:18][CH3:19])=[O:16])=[O:11])=O)(C)(C)C, predict the reaction product. The product is: [NH2:8][CH:9]([CH2:24][C:25]1[CH:26]=[CH:27][CH:28]=[CH:29][CH:30]=1)[C:10]([O:12][C:13]1[CH:23]=[CH:22][CH:21]=[CH:20][C:14]=1[C:15]([O:17][CH2:18][CH3:19])=[O:16])=[O:11]. (2) Given the reactants [OH:1][CH2:2][CH2:3][N:4]([CH3:34])[S:5]([C:8]1[CH:33]=[CH:32][C:11]([CH2:12][NH:13][C:14]([C:16]2[C:17]3[CH:24]=[N:23][N:22]([C:25]4[CH:30]=[CH:29][C:28]([F:31])=[CH:27][CH:26]=4)[C:18]=3[CH:19]=[N:20][CH:21]=2)=[O:15])=[CH:10][CH:9]=1)(=[O:7])=[O:6].CCN(CC)CC.[C:42](Cl)(=[O:44])[CH3:43], predict the reaction product. The product is: [F:31][C:28]1[CH:29]=[CH:30][C:25]([N:22]2[C:18]3[CH:19]=[N:20][CH:21]=[C:16]([C:14]([NH:13][CH2:12][C:11]4[CH:10]=[CH:9][C:8]([S:5]([N:4]([CH3:34])[CH2:3][CH2:2][O:1][C:42](=[O:44])[CH3:43])(=[O:6])=[O:7])=[CH:33][CH:32]=4)=[O:15])[C:17]=3[CH:24]=[N:23]2)=[CH:26][CH:27]=1. (3) Given the reactants [C:1]([CH2:3][CH2:4][C@H:5]1[CH2:10][CH2:9][C@H:8]([NH:11][C:12]2[C:17]([NH:18][C:19](=O)[C@H:20]([OH:22])[CH3:21])=[CH:16][N:15]=[C:14]3[CH:24]=[CH:25][S:26][C:13]=23)[CH2:7][CH2:6]1)#[N:2], predict the reaction product. The product is: [OH:22][C@@H:20]([C:19]1[N:11]([C@H:8]2[CH2:9][CH2:10][C@H:5]([CH2:4][CH2:3][C:1]#[N:2])[CH2:6][CH2:7]2)[C:12]2=[C:13]3[S:26][CH:25]=[CH:24][C:14]3=[N:15][CH:16]=[C:17]2[N:18]=1)[CH3:21]. (4) Given the reactants Cl.[F:2][C:3]([F:16])([F:15])[CH2:4][O:5][C:6]1[N:11]=[CH:10][C:9]([CH:12]([NH2:14])[CH3:13])=[CH:8][CH:7]=1.[Br:17][C:18]1[CH:19]=[C:20]([CH:24]=[C:25]([CH3:27])[N:26]=1)[C:21](O)=[O:22], predict the reaction product. The product is: [Br:17][C:18]1[CH:19]=[C:20]([CH:24]=[C:25]([CH3:27])[N:26]=1)[C:21]([NH:14][CH:12]([C:9]1[CH:10]=[N:11][C:6]([O:5][CH2:4][C:3]([F:2])([F:15])[F:16])=[CH:7][CH:8]=1)[CH3:13])=[O:22]. (5) The product is: [Cl:1][C:2]1[CH:21]=[CH:20][C:5]([C:6]([N:8]2[CH2:14][C:13]3[CH:15]=[CH:16][CH:17]=[CH:18][C:12]=3[N:11]([CH2:25][C:26]3[CH:35]=[CH:34][CH:33]=[C:28]([C:29]([O:31][CH3:32])=[O:30])[CH:27]=3)[C:10](=[O:19])[CH2:9]2)=[O:7])=[CH:4][CH:3]=1. Given the reactants [Cl:1][C:2]1[CH:21]=[CH:20][C:5]([C:6]([N:8]2[CH2:14][C:13]3[CH:15]=[CH:16][CH:17]=[CH:18][C:12]=3[NH:11][C:10](=[O:19])[CH2:9]2)=[O:7])=[CH:4][CH:3]=1.[H-].[Na+].Br[CH2:25][C:26]1[CH:27]=[C:28]([CH:33]=[CH:34][CH:35]=1)[C:29]([O:31][CH3:32])=[O:30].C(OCC)(=O)C, predict the reaction product. (6) Given the reactants [NH2:1][C:2]1[CH:3]=[C:4]([N:8]2[C:13](=[O:14])[C:12]([CH2:15][C:16]3[CH:17]=[N:18][CH:19]=[CH:20][CH:21]=3)=[N:11][C:10]3[CH:22]=[CH:23][CH:24]=[N:25][C:9]2=3)[CH:5]=[CH:6][CH:7]=1.[Cl:26][C:27]1[CH:28]=[C:29]([CH:33]=[C:34]([Cl:36])[CH:35]=1)[C:30](Cl)=[O:31], predict the reaction product. The product is: [ClH:26].[Cl:26][C:27]1[CH:28]=[C:29]([CH:33]=[C:34]([Cl:36])[CH:35]=1)[C:30]([NH:1][C:2]1[CH:3]=[C:4]([N:8]2[C:13](=[O:14])[C:12]([CH2:15][C:16]3[CH:17]=[N:18][CH:19]=[CH:20][CH:21]=3)=[N:11][C:10]3[CH:22]=[CH:23][CH:24]=[N:25][C:9]2=3)[CH:5]=[CH:6][CH:7]=1)=[O:31].